From a dataset of Catalyst prediction with 721,799 reactions and 888 catalyst types from USPTO. Predict which catalyst facilitates the given reaction. Product: [CH3:1][N:2]1[C:7]2[N:8]=[CH:9][N:10]=[C:11]([C:12]3[CH:17]=[CH:16][CH:15]=[CH:14][N:13]=3)[C:6]=2[CH2:5][CH2:4][NH:3]1. Reactant: [CH3:1][N:2]1[C:7]2[N:8]=[CH:9][N:10]=[C:11]([C:12]3[CH:17]=[CH:16][CH:15]=[CH:14][N:13]=3)[C:6]=2[CH2:5][CH:4]=[N:3]1.[BH4-].[Na+].B(O)(O)O. The catalyst class is: 1.